This data is from NCI-60 drug combinations with 297,098 pairs across 59 cell lines. The task is: Regression. Given two drug SMILES strings and cell line genomic features, predict the synergy score measuring deviation from expected non-interaction effect. (1) Drug 1: C1=CC(=CC=C1CCCC(=O)O)N(CCCl)CCCl. Drug 2: CN1C2=C(C=C(C=C2)N(CCCl)CCCl)N=C1CCCC(=O)O.Cl. Cell line: HOP-62. Synergy scores: CSS=28.4, Synergy_ZIP=1.56, Synergy_Bliss=-1.15, Synergy_Loewe=-10.5, Synergy_HSA=-3.83. (2) Drug 1: COC1=CC(=CC(=C1O)OC)C2C3C(COC3=O)C(C4=CC5=C(C=C24)OCO5)OC6C(C(C7C(O6)COC(O7)C8=CC=CS8)O)O. Drug 2: C1=NC2=C(N=C(N=C2N1C3C(C(C(O3)CO)O)F)Cl)N. Cell line: MALME-3M. Synergy scores: CSS=30.1, Synergy_ZIP=-5.51, Synergy_Bliss=-1.71, Synergy_Loewe=-2.66, Synergy_HSA=0.504. (3) Drug 1: CC1C(C(CC(O1)OC2CC(CC3=C2C(=C4C(=C3O)C(=O)C5=C(C4=O)C(=CC=C5)OC)O)(C(=O)C)O)N)O.Cl. Drug 2: CCC1=C2CN3C(=CC4=C(C3=O)COC(=O)C4(CC)O)C2=NC5=C1C=C(C=C5)O. Cell line: DU-145. Synergy scores: CSS=20.8, Synergy_ZIP=-3.59, Synergy_Bliss=-0.374, Synergy_Loewe=-15.5, Synergy_HSA=-0.355. (4) Cell line: SNB-19. Drug 1: CC12CCC3C(C1CCC2=O)CC(=C)C4=CC(=O)C=CC34C. Drug 2: CC1C(C(CC(O1)OC2CC(CC3=C2C(=C4C(=C3O)C(=O)C5=C(C4=O)C(=CC=C5)OC)O)(C(=O)C)O)N)O.Cl. Synergy scores: CSS=50.9, Synergy_ZIP=8.59, Synergy_Bliss=9.13, Synergy_Loewe=8.60, Synergy_HSA=10.9. (5) Drug 1: COC1=C(C=C2C(=C1)N=CN=C2NC3=CC(=C(C=C3)F)Cl)OCCCN4CCOCC4. Drug 2: C1=NC2=C(N=C(N=C2N1C3C(C(C(O3)CO)O)O)F)N. Cell line: MALME-3M. Synergy scores: CSS=41.0, Synergy_ZIP=0.916, Synergy_Bliss=3.42, Synergy_Loewe=-2.44, Synergy_HSA=4.01.